This data is from Forward reaction prediction with 1.9M reactions from USPTO patents (1976-2016). The task is: Predict the product of the given reaction. (1) Given the reactants C([Mg]Cl)(C)C.[Cl:6][C:7]1[C:12]([O:13][Si](C)(C)C)=[C:11]([C:18]([O:20][Si](C)(C)C)=[CH2:19])[CH:10]=[CH:9][C:8]=1[O:25][CH2:26][C:27]1[CH:32]=[CH:31][C:30](I)=[CH:29][CH:28]=1.[H-].[Na+].[O:36]=[C:37]1[O:41][N:40]=[C:39]([C:42]2[CH:43]=[C:44]([CH:47]=[CH:48][CH:49]=2)[CH:45]=[O:46])[NH:38]1, predict the reaction product. The product is: [C:18]([C:11]1[CH:10]=[CH:9][C:8]([O:25][CH2:26][C:27]2[CH:32]=[CH:31][C:30]([CH:45]([OH:46])[C:44]3[CH:43]=[C:42]([C:39]4[NH:38][C:37](=[O:36])[O:41][N:40]=4)[CH:49]=[CH:48][CH:47]=3)=[CH:29][CH:28]=2)=[C:7]([Cl:6])[C:12]=1[OH:13])(=[O:20])[CH3:19]. (2) Given the reactants B(O)(O)[C@H]1N([C:7]([C@@H:9](N)C(C)C)=[O:8])CCC1.CS(O)(=O)=O.[OH:21][CH2:22][C:23]([CH2:25][OH:26])=[O:24].N1C=CC=CC=1.[C:33](OC(=O)C)(=[O:35])[CH3:34], predict the reaction product. The product is: [C:33]([O:21][CH2:22][C:23]([CH2:25][O:26][C:7](=[O:8])[CH3:9])=[O:24])(=[O:35])[CH3:34]. (3) Given the reactants [CH3:1][O:2][C:3]1[CH:8]=[CH:7][CH:6]=[CH:5][C:4]=1[N:9]1[CH2:14][CH2:13][N:12]([CH2:15][CH2:16][CH2:17][CH2:18][N:19]2[C:23](=[O:24])[CH2:22][NH:21][C:20]2=[O:25])[CH2:11][CH2:10]1.[H-].[Na+].[F:28][CH2:29][CH2:30]OS(C1C=CC(C)=CC=1)(=O)=O, predict the reaction product. The product is: [F:28][CH2:29][CH2:30][N:21]1[CH2:22][C:23](=[O:24])[N:19]([CH2:18][CH2:17][CH2:16][CH2:15][N:12]2[CH2:11][CH2:10][N:9]([C:4]3[CH:5]=[CH:6][CH:7]=[CH:8][C:3]=3[O:2][CH3:1])[CH2:14][CH2:13]2)[C:20]1=[O:25]. (4) Given the reactants [C:1]([C:6]1([CH:19]2[CH2:24][CH2:23][CH2:22][CH2:21][CH2:20]2)[CH2:11][CH2:10][N:9](C(OC(C)(C)C)=O)[CH2:8][CH2:7]1)(=[O:5])[CH2:2][CH2:3][CH3:4].FC(F)(F)C(O)=O.[OH-].[Na+], predict the reaction product. The product is: [CH:19]1([C:6]2([C:1](=[O:5])[CH2:2][CH2:3][CH3:4])[CH2:7][CH2:8][NH:9][CH2:10][CH2:11]2)[CH2:20][CH2:21][CH2:22][CH2:23][CH2:24]1. (5) Given the reactants [BH4-].[CH3:2][O:3][CH2:4][CH2:5][O:6][C:7]1[CH:8]=[C:9]([C:13]2[NH:22][C:16]3=[N:17][CH:18]=[C:19]([NH2:21])[CH:20]=[C:15]3[CH:14]=2)[CH:10]=[CH:11][CH:12]=1.[CH:23](=O)[C:24]1[CH:29]=[CH:28][CH:27]=[CH:26][CH:25]=1, predict the reaction product. The product is: [CH2:23]([NH:21][C:19]1[CH:20]=[C:15]2[CH:14]=[C:13]([C:9]3[CH:10]=[CH:11][CH:12]=[C:7]([O:6][CH2:5][CH2:4][O:3][CH3:2])[CH:8]=3)[NH:22][C:16]2=[N:17][CH:18]=1)[C:24]1[CH:29]=[CH:28][CH:27]=[CH:26][CH:25]=1. (6) Given the reactants [C:1]([C:3]1[CH:4]=[C:5]([NH:9][C:10]2[C:19]3[C:14](=[CH:15][C:16]([O:21][CH3:22])=[C:17]([OH:20])[CH:18]=3)[N:13]=[CH:12][N:11]=2)[CH:6]=[CH:7][CH:8]=1)#[CH:2].CS(O[CH2:28][CH2:29][O:30][CH3:31])(=O)=O.C(=O)([O-])[O-].[Cs+].[Cs+].O, predict the reaction product. The product is: [C:1]([C:3]1[CH:4]=[C:5]([NH:9][C:10]2[C:19]3[C:14](=[CH:15][C:16]([O:21][CH3:22])=[C:17]([O:20][CH2:28][CH2:29][O:30][CH3:31])[CH:18]=3)[N:13]=[CH:12][N:11]=2)[CH:6]=[CH:7][CH:8]=1)#[CH:2]. (7) Given the reactants [Cl:1][C:2]1[CH:11]=[C:10]2[C:5]([CH2:6][CH2:7][O:8][C@H:9]2[C:12]2[CH:13]=[C:14]([C:18]([C:20]3[C:21]([NH:26][C@H:27]4[CH2:31][C@H:30]([O:32][Si](C(C)C)(C(C)C)C(C)C)[C@@H:29]([CH2:43][OH:44])[CH2:28]4)=[N:22][CH:23]=[N:24][CH:25]=3)=[O:19])[S:15][C:16]=2[CH3:17])=[CH:4][CH:3]=1.C(N(CC)CC)C.Cl[S:53]([NH2:56])(=[O:55])=[O:54].Cl, predict the reaction product. The product is: [S:53](=[O:55])(=[O:54])([O:44][CH2:43][C@H:29]1[CH2:28][C@@H:27]([NH:26][C:21]2[C:20]([C:18]([C:14]3[S:15][C:16]([CH3:17])=[C:12]([C@H:9]4[C:10]5[C:5](=[CH:4][CH:3]=[C:2]([Cl:1])[CH:11]=5)[CH2:6][CH2:7][O:8]4)[CH:13]=3)=[O:19])=[CH:25][N:24]=[CH:23][N:22]=2)[CH2:31][C@@H:30]1[OH:32])[NH2:56].